This data is from NCI-60 drug combinations with 297,098 pairs across 59 cell lines. The task is: Regression. Given two drug SMILES strings and cell line genomic features, predict the synergy score measuring deviation from expected non-interaction effect. (1) Drug 1: CC12CCC(CC1=CCC3C2CCC4(C3CC=C4C5=CN=CC=C5)C)O. Drug 2: CC1OCC2C(O1)C(C(C(O2)OC3C4COC(=O)C4C(C5=CC6=C(C=C35)OCO6)C7=CC(=C(C(=C7)OC)O)OC)O)O. Cell line: SK-OV-3. Synergy scores: CSS=18.3, Synergy_ZIP=-3.82, Synergy_Bliss=3.64, Synergy_Loewe=-4.42, Synergy_HSA=3.63. (2) Drug 1: CC1CCC2CC(C(=CC=CC=CC(CC(C(=O)C(C(C(=CC(C(=O)CC(OC(=O)C3CCCCN3C(=O)C(=O)C1(O2)O)C(C)CC4CCC(C(C4)OC)OCCO)C)C)O)OC)C)C)C)OC. Drug 2: CN(CCCl)CCCl.Cl. Cell line: NCI-H322M. Synergy scores: CSS=-0.304, Synergy_ZIP=0.510, Synergy_Bliss=-0.300, Synergy_Loewe=-3.23, Synergy_HSA=-2.39. (3) Cell line: TK-10. Drug 1: CC1=C(C=C(C=C1)NC(=O)C2=CC=C(C=C2)CN3CCN(CC3)C)NC4=NC=CC(=N4)C5=CN=CC=C5. Synergy scores: CSS=-6.81, Synergy_ZIP=3.36, Synergy_Bliss=3.00, Synergy_Loewe=-3.46, Synergy_HSA=-2.88. Drug 2: C1=NNC2=C1C(=O)NC=N2. (4) Drug 1: CN(CCCl)CCCl.Cl. Drug 2: COCCOC1=C(C=C2C(=C1)C(=NC=N2)NC3=CC=CC(=C3)C#C)OCCOC.Cl. Cell line: SF-268. Synergy scores: CSS=15.5, Synergy_ZIP=-1.28, Synergy_Bliss=1.04, Synergy_Loewe=-11.2, Synergy_HSA=-1.31. (5) Drug 1: CCC(=C(C1=CC=CC=C1)C2=CC=C(C=C2)OCCN(C)C)C3=CC=CC=C3.C(C(=O)O)C(CC(=O)O)(C(=O)O)O. Drug 2: N.N.Cl[Pt+2]Cl. Synergy scores: CSS=14.7, Synergy_ZIP=-8.01, Synergy_Bliss=-2.98, Synergy_Loewe=-4.38, Synergy_HSA=0.524. Cell line: UO-31.